Dataset: Full USPTO retrosynthesis dataset with 1.9M reactions from patents (1976-2016). Task: Predict the reactants needed to synthesize the given product. (1) Given the product [F:1][C:2]1[CH:7]=[CH:6][C:5]([S:8]([NH:11][C:12]2[CH:21]=[CH:20][C:19]3[CH2:18][CH2:17][CH2:16][CH:15]([OH:22])[C:14]=3[C:13]=2[C:23]([OH:25])=[O:24])(=[O:9])=[O:10])=[CH:4][CH:3]=1, predict the reactants needed to synthesize it. The reactants are: [F:1][C:2]1[CH:7]=[CH:6][C:5]([S:8]([NH:11][C:12]2[CH:21]=[CH:20][C:19]3[CH2:18][CH2:17][CH2:16][C:15](=[O:22])[C:14]=3[C:13]=2[C:23]([OH:25])=[O:24])(=[O:10])=[O:9])=[CH:4][CH:3]=1.[BH4-].[Na+]. (2) Given the product [F:22][CH:18]([F:23])[O:16][C:11]1[CH:10]=[C:9]2[C:14]([CH:15]=[C:7]([C:1]3[CH:2]=[CH:3][CH:4]=[CH:5][CH:6]=3)[NH:8]2)=[CH:13][CH:12]=1, predict the reactants needed to synthesize it. The reactants are: [C:1]1([C:7]2[NH:8][C:9]3[C:14]([CH:15]=2)=[CH:13][CH:12]=[C:11]([OH:16])[CH:10]=3)[CH:6]=[CH:5][CH:4]=[CH:3][CH:2]=1.Cl[C:18]([F:23])([F:22])C([O-])=O.[Na+].[OH-].[Na+].O. (3) Given the product [Cl:1][C:2]1[S:6][C:5]([S:7]([NH:10][C:11]2[CH:12]=[CH:13][CH:14]=[C:15]3[C:19]=2[NH:18][C:17]([C:20]([NH:46][CH2:45][CH2:44][S:43][C:24]([C:31]2[CH:36]=[CH:35][CH:34]=[CH:33][CH:32]=2)([C:25]2[CH:26]=[CH:27][CH:28]=[CH:29][CH:30]=2)[C:37]2[CH:42]=[CH:41][CH:40]=[CH:39][CH:38]=2)=[O:21])=[CH:16]3)(=[O:8])=[O:9])=[CH:4][CH:3]=1, predict the reactants needed to synthesize it. The reactants are: [Cl:1][C:2]1[S:6][C:5]([S:7]([NH:10][C:11]2[CH:12]=[CH:13][CH:14]=[C:15]3[C:19]=2[NH:18][C:17]([C:20](O)=[O:21])=[CH:16]3)(=[O:9])=[O:8])=[CH:4][CH:3]=1.Cl.[C:24]([S:43][CH2:44][CH2:45][NH2:46])([C:37]1[CH:42]=[CH:41][CH:40]=[CH:39][CH:38]=1)([C:31]1[CH:36]=[CH:35][CH:34]=[CH:33][CH:32]=1)[C:25]1[CH:30]=[CH:29][CH:28]=[CH:27][CH:26]=1.N1(O)C2C=CC=CC=2N=N1.Cl.CN(C)CCCN=C=NCC. (4) Given the product [C:7]([Si:11]([CH3:27])([CH3:26])[O:12][CH2:13][CH2:14][CH2:15][C:16]1[C:17]([C:24]#[N:25])=[C:18]([S:23][CH2:29][C:30]([NH2:32])=[O:31])[NH:19][C:20](=[O:22])[CH:21]=1)([CH3:8])([CH3:9])[CH3:10], predict the reactants needed to synthesize it. The reactants are: N1CCOCC1.[C:7]([Si:11]([CH3:27])([CH3:26])[O:12][CH2:13][CH2:14][CH2:15][C:16]1[C:17]([C:24]#[N:25])=[C:18]([S-:23])[NH:19][C:20](=[O:22])[CH:21]=1)([CH3:10])([CH3:9])[CH3:8].Br[CH2:29][C:30]([NH2:32])=[O:31]. (5) The reactants are: [C:1]([C:3]1[C:25](=[O:26])[C@@H:24]([CH3:27])[C@@H:6]2[CH2:7][CH2:8][C:9]3[CH:10]=[N:11][C:12]([C:15]4[CH:23]=[CH:22][C:18]([C:19]([OH:21])=O)=[CH:17][CH:16]=4)=[N:13][C:14]=3[C@@:5]2([C:28]2[CH:33]=[CH:32][CH:31]=[CH:30][CH:29]=2)[CH:4]=1)#[N:2].[CH3:34][NH:35][CH3:36].CO.CCN(C(C)C)C(C)C.F[P-](F)(F)(F)(F)F.CN([C+](N(C)C)N1C2C=CC=CC=2[N+]([O-])=N1)C. Given the product [C:1]([C:3]1[C:25](=[O:26])[C@@H:24]([CH3:27])[C@@H:6]2[CH2:7][CH2:8][C:9]3[CH:10]=[N:11][C:12]([C:15]4[CH:16]=[CH:17][C:18]([C:19]([N:35]([CH3:36])[CH3:34])=[O:21])=[CH:22][CH:23]=4)=[N:13][C:14]=3[C@@:5]2([C:28]2[CH:33]=[CH:32][CH:31]=[CH:30][CH:29]=2)[CH:4]=1)#[N:2], predict the reactants needed to synthesize it. (6) Given the product [CH:1]1([CH:4]2[C:13]3[C:8](=[CH:9][CH:10]=[CH:11][CH:12]=3)[N:7]([CH2:14][CH2:15][NH2:17])[CH2:6][CH2:5]2)[CH2:2][CH2:3]1, predict the reactants needed to synthesize it. The reactants are: [CH:1]1([CH:4]2[C:13]3[C:8](=[CH:9][CH:10]=[CH:11][CH:12]=3)[N:7]([CH2:14][C:15]([NH2:17])=O)[CH2:6][CH2:5]2)[CH2:3][CH2:2]1.B.C1COCC1.CO. (7) Given the product [NH2:25][C:21]1[C:20]([OH:28])=[CH:19][C:18]2[C@@H:14]3[C@@H:13]([N:12]([C:10]([C:8]4[CH:7]=[CH:6][C:5]5[NH:1][CH:2]=[N:3][C:4]=5[CH:9]=4)=[O:11])[CH2:17][CH2:16][CH2:15]3)[CH2:24][C:23]=2[CH:22]=1, predict the reactants needed to synthesize it. The reactants are: [NH:1]1[C:5]2[CH:6]=[CH:7][C:8]([C:10]([N:12]3[CH2:17][CH2:16][CH2:15][C@@H:14]4[C:18]5[CH:19]=[C:20]([OH:28])[C:21]([N+:25]([O-])=O)=[CH:22][C:23]=5[CH2:24][C@H:13]34)=[O:11])=[CH:9][C:4]=2[N:3]=[CH:2]1. (8) Given the product [NH:1]1[C:5]2[CH:6]=[CH:7][C:8]([N:10]3[CH:17]([C:16]4[CH:19]=[C:12]([Cl:11])[CH:13]=[CH:14][C:15]=4[OH:20])[C:26]([CH2:27][S:28][CH3:29])=[C:25]([OH:30])[C:24]3=[O:23])=[CH:9][C:4]=2[N:3]=[CH:2]1, predict the reactants needed to synthesize it. The reactants are: [NH:1]1[C:5]2[CH:6]=[CH:7][C:8]([NH2:10])=[CH:9][C:4]=2[N:3]=[CH:2]1.[Cl:11][C:12]1[CH:13]=[CH:14][C:15]([OH:20])=[C:16]([CH:19]=1)[CH:17]=O.C([O:23][C:24](=O)[C:25](=[O:30])[CH2:26][CH2:27][S:28][CH3:29])C.